From a dataset of Full USPTO retrosynthesis dataset with 1.9M reactions from patents (1976-2016). Predict the reactants needed to synthesize the given product. (1) Given the product [CH3:38][O:37][C:34]1[CH:33]=[CH:32][C:31]([CH2:30][N:8]([CH2:7][C:6]2[CH:5]=[CH:4][C:3]([O:2][CH3:1])=[CH:40][CH:39]=2)[C:9]2[N:10]=[CH:11][C:12]([C:15]3[C:16]4[CH2:29][CH2:28][N:27]([C:42]5[C:47]([CH3:48])=[CH:46][CH:45]=[CH:44][N:43]=5)[C:17]=4[N:18]=[C:19]([N:21]4[CH2:26][CH2:25][O:24][CH2:23][CH2:22]4)[N:20]=3)=[CH:13][N:14]=2)=[CH:36][CH:35]=1, predict the reactants needed to synthesize it. The reactants are: [CH3:1][O:2][C:3]1[CH:40]=[CH:39][C:6]([CH2:7][N:8]([CH2:30][C:31]2[CH:36]=[CH:35][C:34]([O:37][CH3:38])=[CH:33][CH:32]=2)[C:9]2[N:14]=[CH:13][C:12]([C:15]3[C:16]4[CH2:29][CH2:28][NH:27][C:17]=4[N:18]=[C:19]([N:21]4[CH2:26][CH2:25][O:24][CH2:23][CH2:22]4)[N:20]=3)=[CH:11][N:10]=2)=[CH:5][CH:4]=1.Br[C:42]1[C:47]([CH3:48])=[CH:46][CH:45]=[CH:44][N:43]=1. (2) Given the product [I:23][C:22]1[CH:21]=[C:20]([NH:30][C:6]([C:3]2[CH:4]=[CH:5][S:1][CH:2]=2)=[O:8])[CH:18]=[CH:17][C:16]=1[CH3:15], predict the reactants needed to synthesize it. The reactants are: [S:1]1[CH:5]=[CH:4][C:3]([C:6]([OH:8])=O)=[CH:2]1.C(Cl)(=O)C(Cl)=O.[CH3:15][C:16]1[CH:17]=[C:18]([CH:20]=[CH:21][C:22]=1[I:23])N.C([O-])([O-])=O.[K+].[K+].[NH2:30]C1C=CC=CC=1.